This data is from NCI-60 drug combinations with 297,098 pairs across 59 cell lines. The task is: Regression. Given two drug SMILES strings and cell line genomic features, predict the synergy score measuring deviation from expected non-interaction effect. (1) Drug 1: CS(=O)(=O)OCCCCOS(=O)(=O)C. Drug 2: COCCOC1=C(C=C2C(=C1)C(=NC=N2)NC3=CC=CC(=C3)C#C)OCCOC.Cl. Cell line: K-562. Synergy scores: CSS=7.96, Synergy_ZIP=-0.819, Synergy_Bliss=0.950, Synergy_Loewe=-1.14, Synergy_HSA=-1.85. (2) Drug 1: CC1=C(C=C(C=C1)NC2=NC=CC(=N2)N(C)C3=CC4=NN(C(=C4C=C3)C)C)S(=O)(=O)N.Cl. Drug 2: C(=O)(N)NO. Cell line: CAKI-1. Synergy scores: CSS=10.6, Synergy_ZIP=-8.44, Synergy_Bliss=-11.9, Synergy_Loewe=-8.23, Synergy_HSA=-6.85. (3) Drug 1: CN(C(=O)NC(C=O)C(C(C(CO)O)O)O)N=O. Drug 2: N.N.Cl[Pt+2]Cl. Cell line: SR. Synergy scores: CSS=60.2, Synergy_ZIP=-0.258, Synergy_Bliss=0.255, Synergy_Loewe=-1.46, Synergy_HSA=2.53. (4) Drug 1: C1C(C(OC1N2C=C(C(=O)NC2=O)F)CO)O. Drug 2: CC1CCC2CC(C(=CC=CC=CC(CC(C(=O)C(C(C(=CC(C(=O)CC(OC(=O)C3CCCCN3C(=O)C(=O)C1(O2)O)C(C)CC4CCC(C(C4)OC)OCCO)C)C)O)OC)C)C)C)OC. Cell line: RPMI-8226. Synergy scores: CSS=51.3, Synergy_ZIP=3.16, Synergy_Bliss=5.72, Synergy_Loewe=-11.0, Synergy_HSA=6.96. (5) Drug 1: CCC1=CC2CC(C3=C(CN(C2)C1)C4=CC=CC=C4N3)(C5=C(C=C6C(=C5)C78CCN9C7C(C=CC9)(C(C(C8N6C)(C(=O)OC)O)OC(=O)C)CC)OC)C(=O)OC.C(C(C(=O)O)O)(C(=O)O)O. Drug 2: C1CN(CCN1C(=O)CCBr)C(=O)CCBr. Cell line: MCF7. Synergy scores: CSS=39.0, Synergy_ZIP=-4.04, Synergy_Bliss=-1.38, Synergy_Loewe=-8.78, Synergy_HSA=1.96. (6) Drug 1: CCC1=CC2CC(C3=C(CN(C2)C1)C4=CC=CC=C4N3)(C5=C(C=C6C(=C5)C78CCN9C7C(C=CC9)(C(C(C8N6C)(C(=O)OC)O)OC(=O)C)CC)OC)C(=O)OC.C(C(C(=O)O)O)(C(=O)O)O. Drug 2: C1=CC(=C2C(=C1NCCNCCO)C(=O)C3=C(C=CC(=C3C2=O)O)O)NCCNCCO. Cell line: NCI-H226. Synergy scores: CSS=51.9, Synergy_ZIP=-0.519, Synergy_Bliss=-1.55, Synergy_Loewe=1.35, Synergy_HSA=2.62. (7) Drug 1: CN(C)C1=NC(=NC(=N1)N(C)C)N(C)C. Drug 2: C(CCl)NC(=O)N(CCCl)N=O. Cell line: OVCAR-4. Synergy scores: CSS=0.0300, Synergy_ZIP=2.02, Synergy_Bliss=3.38, Synergy_Loewe=-2.00, Synergy_HSA=-0.685. (8) Drug 1: C1=NC2=C(N=C(N=C2N1C3C(C(C(O3)CO)O)F)Cl)N. Drug 2: CC1=C(C(=O)C2=C(C1=O)N3CC4C(C3(C2COC(=O)N)OC)N4)N. Cell line: SNB-75. Synergy scores: CSS=24.7, Synergy_ZIP=-8.00, Synergy_Bliss=0.433, Synergy_Loewe=-5.32, Synergy_HSA=-0.959. (9) Drug 1: CC12CCC3C(C1CCC2=O)CC(=C)C4=CC(=O)C=CC34C. Drug 2: CN(CCCl)CCCl.Cl. Cell line: M14. Synergy scores: CSS=30.8, Synergy_ZIP=2.09, Synergy_Bliss=2.86, Synergy_Loewe=0.586, Synergy_HSA=0.405. (10) Drug 1: CCCCC(=O)OCC(=O)C1(CC(C2=C(C1)C(=C3C(=C2O)C(=O)C4=C(C3=O)C=CC=C4OC)O)OC5CC(C(C(O5)C)O)NC(=O)C(F)(F)F)O. Drug 2: C1=NC2=C(N=C(N=C2N1C3C(C(C(O3)CO)O)F)Cl)N. Cell line: HS 578T. Synergy scores: CSS=53.4, Synergy_ZIP=-6.23, Synergy_Bliss=-8.92, Synergy_Loewe=-7.20, Synergy_HSA=-6.83.